From a dataset of Peptide-MHC class I binding affinity with 185,985 pairs from IEDB/IMGT. Regression. Given a peptide amino acid sequence and an MHC pseudo amino acid sequence, predict their binding affinity value. This is MHC class I binding data. (1) The peptide sequence is LVSAGIRKV. The MHC is HLA-A02:06 with pseudo-sequence HLA-A02:06. The binding affinity (normalized) is 0.466. (2) The peptide sequence is TQRKKTLGF. The MHC is HLA-A02:01 with pseudo-sequence HLA-A02:01. The binding affinity (normalized) is 0.0847. (3) The peptide sequence is GFPFFIMPK. The MHC is HLA-B39:01 with pseudo-sequence HLA-B39:01. The binding affinity (normalized) is 0.0847. (4) The peptide sequence is TGFKQSSK. The MHC is HLA-A11:01 with pseudo-sequence HLA-A11:01. The binding affinity (normalized) is 0.0472. (5) The peptide sequence is HNDEIMRMC. The MHC is H-2-Db with pseudo-sequence H-2-Db. The binding affinity (normalized) is 0. (6) The peptide sequence is EAIFLIVSL. The MHC is HLA-A02:02 with pseudo-sequence HLA-A02:02. The binding affinity (normalized) is 0.258.